From a dataset of Full USPTO retrosynthesis dataset with 1.9M reactions from patents (1976-2016). Predict the reactants needed to synthesize the given product. (1) Given the product [CH3:16][C:14]([NH:17][CH2:18][C@@H:19]([C:21]1[CH:22]=[C:23]([NH:27][S:28]([C:31]2[CH:36]=[CH:35][CH:34]=[CH:33][CH:32]=2)(=[O:30])=[O:29])[CH:24]=[CH:25][CH:26]=1)[OH:20])([CH3:15])[CH2:13][CH2:12][N:8]1[C:9]2[C:5](=[CH:4][C:3]([C:1]3[NH:52][N:51]=[N:50][N:2]=3)=[CH:11][CH:10]=2)[CH:6]=[CH:7]1, predict the reactants needed to synthesize it. The reactants are: [C:1]([C:3]1[CH:4]=[C:5]2[C:9](=[CH:10][CH:11]=1)[N:8]([CH2:12][CH2:13][C:14]([NH:17][CH2:18][C@@H:19]([C:21]1[CH:22]=[C:23]([NH:27][S:28]([C:31]3[CH:36]=[CH:35][CH:34]=[CH:33][CH:32]=3)(=[O:30])=[O:29])[CH:24]=[CH:25][CH:26]=1)[OH:20])([CH3:16])[CH3:15])[CH:7]=[CH:6]2)#[N:2].C([Sn]([N:50]=[N+:51]=[N-:52])(CCCC)CCCC)CCC. (2) Given the product [CH3:15][C:16]1[CH:21]=[CH:20][C:19]([C:2]2[C:3]([C:4]([O:6][C:7]([CH3:10])([CH3:9])[CH3:8])=[O:5])=[CH:11][CH:12]=[CH:13][CH:14]=2)=[CH:18][CH:17]=1, predict the reactants needed to synthesize it. The reactants are: Br[C:2]1[CH:14]=[CH:13][CH:12]=[CH:11][C:3]=1[C:4]([O:6][C:7]([CH3:10])([CH3:9])[CH3:8])=[O:5].[CH3:15][C:16]1[CH:21]=[CH:20][C:19](B(O)O)=[CH:18][CH:17]=1.C(=O)([O-])[O-].[Na+].[Na+].